This data is from CYP2C19 inhibition data for predicting drug metabolism from PubChem BioAssay. The task is: Regression/Classification. Given a drug SMILES string, predict its absorption, distribution, metabolism, or excretion properties. Task type varies by dataset: regression for continuous measurements (e.g., permeability, clearance, half-life) or binary classification for categorical outcomes (e.g., BBB penetration, CYP inhibition). Dataset: cyp2c19_veith. (1) The compound is COCCn1c(=O)c(-c2cccc(C#N)c2)nc2cnc(N3CCNCC3)nc21. The result is 0 (non-inhibitor). (2) The molecule is C/C(CC(=O)Nc1cc(C)ccn1)=N\NC(=O)COc1cccc(C)c1. The result is 1 (inhibitor). (3) The drug is CC(C)NC(=O)N1CC2(CCN(S(=O)(=O)c3ccccc3)CC2)C1. The result is 0 (non-inhibitor). (4) The drug is O=C(CSc1ccccn1)Nc1nc2ccc(Br)cc2s1. The result is 1 (inhibitor).